This data is from Reaction yield outcomes from USPTO patents with 853,638 reactions. The task is: Predict the reaction yield, written as a fraction of the theoretical maximum amount of product (1.0 means a 100% yield; for example, 0.34 means a 34% yield). (1) The catalyst is CS(C)=O. The reactants are [OH:1][C:2]1[CH:9]=[CH:8][C:5]([CH:6]=[O:7])=[CH:4][C:3]=1[O:10][CH3:11].C(=O)([O-])[O-].[Li+].[Li+].[Cl:18][C:19]1[CH:20]=[C:21]([CH:24]=[CH:25][C:26]=1F)[C:22]#[N:23].O. The product is [Cl:18][C:19]1[CH:20]=[C:21]([CH:24]=[CH:25][C:26]=1[O:1][C:2]1[CH:9]=[CH:8][C:5]([CH:6]=[O:7])=[CH:4][C:3]=1[O:10][CH3:11])[C:22]#[N:23]. The yield is 0.800. (2) The reactants are [CH3:1][S:2][C:3]1[CH:4]=[C:5]([CH:9]=[CH:10][CH:11]=1)[C:6]([OH:8])=O.I.CN(C)CCCN=C=NCC.C(N(C(C)C)CC)(C)C.[CH3:33][C:34]([CH3:54])([CH3:53])[C:35]([N:37]1[C:45]2[C:40](=[CH:41][C:42]([NH:46][CH:47]3[CH2:52][CH2:51][CH2:50][NH:49][CH2:48]3)=[CH:43][CH:44]=2)[CH:39]=[N:38]1)=[O:36].Cl. The catalyst is CN(C=O)C. The product is [CH3:33][C:34]([CH3:54])([CH3:53])[C:35]([N:37]1[C:45]2[C:40](=[CH:41][C:42]([NH:46][CH:47]3[CH2:52][CH2:51][CH2:50][N:49]([C:6](=[O:8])[C:5]4[CH:9]=[CH:10][CH:11]=[C:3]([S:2][CH3:1])[CH:4]=4)[CH2:48]3)=[CH:43][CH:44]=2)[CH:39]=[N:38]1)=[O:36]. The yield is 0.530. (3) The reactants are FC(F)(F)C(O)=O.[CH2:8]1[CH:12]2[CH2:13][C:14](=[O:16])[CH2:15][CH:11]2[CH2:10][NH:9]1.C(=O)([O-])[O-].[K+].[K+].[CH3:23][N:24]([CH3:28])[C:25](Cl)=[O:26]. The catalyst is C(#N)C. The product is [CH3:23][N:24]([CH3:28])[C:25]([N:9]1[CH2:10][CH:11]2[CH2:15][C:14](=[O:16])[CH2:13][CH:12]2[CH2:8]1)=[O:26]. The yield is 0.683. (4) The reactants are I[C:2]1[C:10]2[C:5](=[CH:6][C:7]([CH:11]=[O:12])=[CH:8][CH:9]=2)[N:4]([CH2:13][O:14][CH2:15][CH2:16][Si:17]([CH3:20])([CH3:19])[CH3:18])[N:3]=1.[CH3:21][C:22]1[N:23]=[CH:24][S:25][C:26]=1[CH:27]=[CH2:28].C(N(C(C)C)C(C)C)C. The catalyst is CC#N.CC([O-])=O.CC([O-])=O.[Pd+2]. The product is [CH3:21][C:22]1[N:23]=[CH:24][S:25][C:26]=1/[CH:27]=[CH:28]/[C:2]1[C:10]2[C:5](=[CH:6][C:7]([CH:11]=[O:12])=[CH:8][CH:9]=2)[N:4]([CH2:13][O:14][CH2:15][CH2:16][Si:17]([CH3:20])([CH3:19])[CH3:18])[N:3]=1. The yield is 0.430. (5) The reactants are [N:1]#[C:2]Br.[CH2:4]([NH:8][C:9]1[CH:10]=[C:11]([N:16]2[CH:20]=[CH:19][N:18]=[C:17]2[C:21]2[CH:26]=[CH:25][CH:24]=[CH:23][CH:22]=2)[CH:12]=[CH:13][C:14]=1[NH2:15])[CH:5]([CH3:7])[CH3:6]. The catalyst is C(O)(C)C.C(OCC)(=O)C. The product is [CH2:4]([N:8]1[C:9]2[CH:10]=[C:11]([N:16]3[CH:20]=[CH:19][N:18]=[C:17]3[C:21]3[CH:26]=[CH:25][CH:24]=[CH:23][CH:22]=3)[CH:12]=[CH:13][C:14]=2[N:15]=[C:2]1[NH2:1])[CH:5]([CH3:7])[CH3:6]. The yield is 0.500. (6) The reactants are [C:1]([O:5][C:6]([N:8]1[CH2:13][CH2:12][CH:11]([O:14][C:15]2[C:16]([C:30]([O:32]C)=[O:31])=[N:17][N:18]([C:22]3[CH:27]=[CH:26][C:25]([Cl:28])=[C:24]([Cl:29])[CH:23]=3)[C:19](=[O:21])[CH:20]=2)[CH2:10][CH2:9]1)=[O:7])([CH3:4])([CH3:3])[CH3:2].[OH-].[Na+]. The catalyst is C1COCC1. The product is [C:1]([O:5][C:6]([N:8]1[CH2:9][CH2:10][CH:11]([O:14][C:15]2[C:16]([C:30]([OH:32])=[O:31])=[N:17][N:18]([C:22]3[CH:27]=[CH:26][C:25]([Cl:28])=[C:24]([Cl:29])[CH:23]=3)[C:19](=[O:21])[CH:20]=2)[CH2:12][CH2:13]1)=[O:7])([CH3:4])([CH3:2])[CH3:3]. The yield is 0.960. (7) The reactants are [CH3:1][O:2][C:3]([N:5]1[CH2:10][C:9](=[O:11])[N:8]2[CH:12]([C:15]3[NH:16][C:17]([C:20]4[CH:25]=[CH:24][C:23](Br)=[CH:22][CH:21]=4)=[CH:18][N:19]=3)[CH2:13][CH2:14][CH:7]2[CH2:6]1)=[O:4].[CH3:27][O:28][C:29](=[O:62])[NH:30][CH:31]([C:35]([N:37]1[CH2:41][CH2:40][CH2:39][CH:38]1[C:42]1[NH:43][C:44]([C:47]2[CH:52]=[CH:51][C:50](B3OC(C)(C)C(C)(C)O3)=[CH:49][CH:48]=2)=[CH:45][N:46]=1)=[O:36])[CH:32]([CH3:34])[CH3:33].C(=O)([O-])[O-].[K+].[K+].COCCOC. The product is [CH3:1][O:2][C:3]([N:5]1[CH2:10][C:9](=[O:11])[N:8]2[CH:12]([C:15]3[NH:16][C:17]([C:20]4[CH:25]=[CH:24][C:23]([C:50]5[CH:51]=[CH:52][C:47]([C:44]6[NH:43][C:42]([CH:38]7[CH2:39][CH2:40][CH2:41][N:37]7[C:35](=[O:36])[CH:31]([NH:30][C:29]([O:28][CH3:27])=[O:62])[CH:32]([CH3:34])[CH3:33])=[N:46][CH:45]=6)=[CH:48][CH:49]=5)=[CH:22][CH:21]=4)=[CH:18][N:19]=3)[CH2:13][CH2:14][CH:7]2[CH2:6]1)=[O:4]. The catalyst is C1C=CC([P]([Pd]([P](C2C=CC=CC=2)(C2C=CC=CC=2)C2C=CC=CC=2)([P](C2C=CC=CC=2)(C2C=CC=CC=2)C2C=CC=CC=2)[P](C2C=CC=CC=2)(C2C=CC=CC=2)C2C=CC=CC=2)(C2C=CC=CC=2)C2C=CC=CC=2)=CC=1.O. The yield is 0.150.